From a dataset of Peptide-MHC class II binding affinity with 134,281 pairs from IEDB. Regression. Given a peptide amino acid sequence and an MHC pseudo amino acid sequence, predict their binding affinity value. This is MHC class II binding data. (1) The peptide sequence is EKKYPAATQFEPLAA. The MHC is HLA-DPA10201-DPB10501 with pseudo-sequence HLA-DPA10201-DPB10501. The binding affinity (normalized) is 0.246. (2) The peptide sequence is WKSDMSKLLNLKSDL. The MHC is DRB1_0802 with pseudo-sequence DRB1_0802. The binding affinity (normalized) is 0.580. (3) The peptide sequence is RNITGTSSTPEAVSL. The MHC is DRB1_0802 with pseudo-sequence DRB1_0802. The binding affinity (normalized) is 0.498. (4) The peptide sequence is KVLELAAALSDDFER. The MHC is HLA-DPA10301-DPB10402 with pseudo-sequence HLA-DPA10301-DPB10402. The binding affinity (normalized) is 0.131. (5) The peptide sequence is THIDHIFMDILTTCV. The MHC is DRB4_0101 with pseudo-sequence DRB4_0103. The binding affinity (normalized) is 0.695. (6) The peptide sequence is GELQIVDKIDAAFLI. The MHC is DRB5_0101 with pseudo-sequence DRB5_0101. The binding affinity (normalized) is 0.561. (7) The peptide sequence is CPKYVKQNTLKLATG. The MHC is HLA-DQA10401-DQB10402 with pseudo-sequence HLA-DQA10401-DQB10402. The binding affinity (normalized) is 0.222. (8) The peptide sequence is QLIQLINVDEVNQIVTT. The MHC is DRB5_0101 with pseudo-sequence DRB5_0101. The binding affinity (normalized) is 0.196. (9) The peptide sequence is GWGNGCGLFGKGSIV. The MHC is DRB1_0901 with pseudo-sequence DRB1_0901. The binding affinity (normalized) is 0.733. (10) The peptide sequence is PFTVRYTTEGGTKGE. The MHC is DRB1_0901 with pseudo-sequence DRB1_0901. The binding affinity (normalized) is 0.175.